Task: Predict the product of the given reaction.. Dataset: Forward reaction prediction with 1.9M reactions from USPTO patents (1976-2016) (1) Given the reactants Cl.[CH:2]1([C@H:8]2[CH2:13][NH:12][CH2:11][C@@H:10]([CH2:14][C:15]([O:17][CH3:18])=[O:16])[CH2:9]2)[CH2:7][CH2:6][CH2:5][CH2:4][CH2:3]1.Cl[C:20]1[N:25]=[C:24]([NH:26][C:27]2[S:28][CH:29]=[CH:30][N:31]=2)[CH:23]=[C:22]([CH3:32])[N:21]=1.ClC1N=C(NC2NN=CC=2)C=C(C)N=1, predict the reaction product. The product is: [CH:2]1([C@H:8]2[CH2:13][N:12]([C:20]3[N:21]=[C:22]([CH3:32])[CH:23]=[C:24]([NH:26][C:27]4[S:28][CH:29]=[CH:30][N:31]=4)[N:25]=3)[CH2:11][C@@H:10]([CH2:14][C:15]([O:17][CH3:18])=[O:16])[CH2:9]2)[CH2:3][CH2:4][CH2:5][CH2:6][CH2:7]1. (2) Given the reactants [NH2:1]/[C:2](/[CH3:26])=[CH:3]\[C:4]([NH:6][C:7]1[CH:15]=[C:14]2[C:10]([CH:11]=[CH:12][N:13]2[CH2:16][O:17][C:18]2[CH:23]=[CH:22][CH:21]=[C:20]([C:24]#[N:25])[CH:19]=2)=[CH:9][CH:8]=1)=[O:5].[C:27](OCC)(OCC)(OCC)[CH3:28], predict the reaction product. The product is: [CH3:27][C:28]1[N:6]([C:7]2[CH:15]=[C:14]3[C:10]([CH:11]=[CH:12][N:13]3[CH2:16][O:17][C:18]3[CH:19]=[C:20]([CH:21]=[CH:22][CH:23]=3)[C:24]#[N:25])=[CH:9][CH:8]=2)[C:4](=[O:5])[CH:3]=[C:2]([CH3:26])[N:1]=1.